From a dataset of Forward reaction prediction with 1.9M reactions from USPTO patents (1976-2016). Predict the product of the given reaction. (1) The product is: [CH2:13]([N:16]1[CH2:21][CH2:20][N:19]([C:2]2[NH:3][C:4](=[O:12])[C:5]3[C:10]([CH:11]=2)=[CH:9][CH:8]=[CH:7][CH:6]=3)[CH2:18][CH2:17]1)[CH2:14][CH3:15]. Given the reactants Cl[C:2]1[NH:3][C:4](=[O:12])[C:5]2[C:10]([CH:11]=1)=[CH:9][CH:8]=[CH:7][CH:6]=2.[CH2:13]([N:16]1[CH2:21][CH2:20][NH:19][CH2:18][CH2:17]1)[CH2:14][CH3:15], predict the reaction product. (2) Given the reactants [Cl:1][C:2]1[C:3]([F:13])=[C:4]([C:8](=[O:12])[CH2:9][CH2:10][I:11])[CH:5]=[CH:6][CH:7]=1.[I-].[Na+].Cl[Si](C)(C)C.O, predict the reaction product. The product is: [Cl:1][C:2]1[C:3]([F:13])=[C:4]([CH:8]([OH:12])[CH2:9][CH2:10][I:11])[CH:5]=[CH:6][CH:7]=1. (3) Given the reactants [Cl:1][C:2]1[CH:7]=[CH:6][C:5]([CH2:8][C:9]([OH:11])=O)=[CH:4][CH:3]=1.[NH2:12][CH:13]([CH2:21][CH3:22])[C:14]([O:16][CH2:17][CH:18]([CH3:20])[CH3:19])=[O:15], predict the reaction product. The product is: [CH2:17]([O:16][C:14](=[O:15])[CH:13]([NH:12][C:9](=[O:11])[CH2:8][C:5]1[CH:4]=[CH:3][C:2]([Cl:1])=[CH:7][CH:6]=1)[CH2:21][CH3:22])[CH:18]([CH3:19])[CH3:20]. (4) Given the reactants [NH:1]1[C:9]2[C:4](=[CH:5][CH:6]=[CH:7][CH:8]=2)[CH:3]=[C:2]1[C:10]1[C:18]2[C:13](=[N:14][CH:15]=[C:16]([C:19]3[CH:20]=[C:21]([NH:25][C:26](=[O:29])[CH:27]=[CH2:28])[CH:22]=[CH:23][CH:24]=3)[N:17]=2)[N:12](C(C2C=CC=CC=2)(C2C=CC=CC=2)C2C=CC=CC=2)[CH:11]=1.FC(F)(F)C(O)=O, predict the reaction product. The product is: [NH:1]1[C:9]2[C:4](=[CH:5][CH:6]=[CH:7][CH:8]=2)[CH:3]=[C:2]1[C:10]1[C:18]2[C:13](=[N:14][CH:15]=[C:16]([C:19]3[CH:20]=[C:21]([NH:25][C:26](=[O:29])[CH:27]=[CH2:28])[CH:22]=[CH:23][CH:24]=3)[N:17]=2)[NH:12][CH:11]=1. (5) Given the reactants [C:6](O[C:6]([O:8][CH3:9])=[O:7])([O:8][CH3:9])=[O:7].[NH2:10][C:11]1[CH:12]=[C:13]([CH:16]=[C:17]([N:20]2[CH2:25][CH2:24][C@@H:23]([NH2:26])[C@H:22]([O:27][CH3:28])[CH2:21]2)[C:18]=1[Cl:19])[C:14]#[N:15].C(N(CC)CC)C, predict the reaction product. The product is: [CH3:9][O:8][C:6](=[O:7])[NH:26][C@@H:23]1[CH2:24][CH2:25][N:20]([C:17]2[CH:16]=[C:13]([C:14]#[N:15])[CH:12]=[C:11]([NH2:10])[C:18]=2[Cl:19])[CH2:21][C@H:22]1[O:27][CH3:28]. (6) Given the reactants [CH:1]1C=C(Cl)C=C(C(OO)=O)C=1.[CH3:12][N:13]1[C:17]([C:18]2[S:28][C:21]3[N:22]=[CH:23][N:24]=[C:25](SC)[C:20]=3[CH:19]=2)=[C:16]([C:29]2[CH:34]=[CH:33][CH:32]=[CH:31][CH:30]=2)[N:15]=[CH:14]1.[O-:35][S:36]([O-:39])(=S)=O.[Na+].[Na+], predict the reaction product. The product is: [CH3:12][N:13]1[C:17]([C:18]2[S:28][C:21]3[N:22]=[CH:23][N:24]=[C:25]([S:36]([CH3:1])(=[O:39])=[O:35])[C:20]=3[CH:19]=2)=[C:16]([C:29]2[CH:34]=[CH:33][CH:32]=[CH:31][CH:30]=2)[N:15]=[CH:14]1. (7) The product is: [C:23]([O:22][C:20]([NH:1][CH2:2][C:3]1[CH:8]=[C:7]([C:9]([O:11][CH3:12])=[O:10])[CH:6]=[CH:5][N:4]=1)=[O:21])([CH3:26])([CH3:25])[CH3:24]. Given the reactants [NH2:1][CH2:2][C:3]1[CH:8]=[C:7]([C:9]([O:11][CH3:12])=[O:10])[CH:6]=[CH:5][N:4]=1.C(N(CC)CC)C.[C:20](O[C:20]([O:22][C:23]([CH3:26])([CH3:25])[CH3:24])=[O:21])([O:22][C:23]([CH3:26])([CH3:25])[CH3:24])=[O:21], predict the reaction product.